From a dataset of Full USPTO retrosynthesis dataset with 1.9M reactions from patents (1976-2016). Predict the reactants needed to synthesize the given product. Given the product [Cl:28][CH2:14][C:13]1[C:9]([C:6]2[CH:7]=[CH:8][C:3]([C:1]#[N:2])=[CH:4][CH:5]=2)=[N:10][O:11][C:12]=1[CH3:16], predict the reactants needed to synthesize it. The reactants are: [C:1]([C:3]1[CH:8]=[CH:7][C:6]([C:9]2[C:13]([CH2:14]O)=[C:12]([CH3:16])[O:11][N:10]=2)=[CH:5][CH:4]=1)#[N:2].CN1CCOCC1.CS([Cl:28])(=O)=O.